Dataset: Peptide-MHC class II binding affinity with 134,281 pairs from IEDB. Task: Regression. Given a peptide amino acid sequence and an MHC pseudo amino acid sequence, predict their binding affinity value. This is MHC class II binding data. (1) The peptide sequence is AAGVPPADKYRTFVA. The MHC is HLA-DPA10103-DPB10201 with pseudo-sequence HLA-DPA10103-DPB10201. The binding affinity (normalized) is 0.0815. (2) The peptide sequence is EEGKCGLNSVDSLEH. The MHC is DRB3_0301 with pseudo-sequence DRB3_0301. The binding affinity (normalized) is 0.275.